Dataset: Full USPTO retrosynthesis dataset with 1.9M reactions from patents (1976-2016). Task: Predict the reactants needed to synthesize the given product. (1) Given the product [C:1]1([O:7][S:25]([C:24]([F:37])([F:36])[F:23])(=[O:27])=[O:26])[CH2:6][CH2:5][CH2:4][CH2:3][CH:2]=1, predict the reactants needed to synthesize it. The reactants are: [C:1]1(=[O:7])[CH2:6][CH2:5][CH2:4][CH2:3][CH2:2]1.C(C1C=C(C)C=C(C(C)(C)C)N=1)(C)(C)C.[F:23][C:24]([F:37])([F:36])[S:25](O[S:25]([C:24]([F:37])([F:36])[F:23])(=[O:27])=[O:26])(=[O:27])=[O:26]. (2) Given the product [C@H:1]1([NH:10][C:11]2[O:12][CH2:13][C:14]3[CH:20]=[C:19](/[CH:21]=[CH:22]/[C:24]4[CH:25]=[N:26][CH:27]=[CH:28][CH:29]=4)[CH:18]=[CH:17][C:15]=3[N:16]=2)[C:9]2[C:4](=[CH:5][CH:6]=[CH:7][CH:8]=2)[CH2:3][CH2:2]1, predict the reactants needed to synthesize it. The reactants are: [C@H:1]1([NH:10][C:11]2[O:12][CH2:13][C:14]3[CH:20]=[C:19]([CH:21]=[CH2:22])[CH:18]=[CH:17][C:15]=3[N:16]=2)[C:9]2[C:4](=[CH:5][CH:6]=[CH:7][CH:8]=2)[CH2:3][CH2:2]1.Br[C:24]1[CH:25]=[N:26][CH:27]=[CH:28][CH:29]=1.C1(C)C=CC=CC=1P(C1C=CC=CC=1C)C1C=CC=CC=1C.C(N(CC)CC)C. (3) The reactants are: I([O-])(=O)(=O)=O.[Na+].[Cl:7][C:8]1[CH:9]=[N:10][C:11]2[C:16]([C:17]=1[CH2:18][CH:19]([OH:22])CO)=[CH:15][C:14]([O:23][CH3:24])=[CH:13][CH:12]=2. Given the product [Cl:7][C:8]1[CH:9]=[N:10][C:11]2[C:16]([C:17]=1[CH2:18][CH:19]=[O:22])=[CH:15][C:14]([O:23][CH3:24])=[CH:13][CH:12]=2, predict the reactants needed to synthesize it. (4) Given the product [OH:8][N:9]([CH2:12][C@H:13]([C:14]([N:21]1[CH2:25][CH2:24][CH2:23][C@H:22]1[C:26]1[N:30]([CH2:31][CH2:32][OH:33])[C:29]2[CH:34]=[CH:35][CH:36]=[CH:37][C:28]=2[N:27]=1)=[O:15])[CH2:17][CH2:18][CH2:19][CH3:20])[CH:10]=[O:11], predict the reactants needed to synthesize it. The reactants are: C([O:8][N:9]([CH2:12][C@@H:13]([CH2:17][CH2:18][CH2:19][CH3:20])[C:14](O)=[O:15])[CH:10]=[O:11])C1C=CC=CC=1.[NH:21]1[CH2:25][CH2:24][CH2:23][C@H:22]1[C:26]1[N:30]([CH2:31][CH2:32][OH:33])[C:29]2[CH:34]=[CH:35][CH:36]=[CH:37][C:28]=2[N:27]=1.